From a dataset of Forward reaction prediction with 1.9M reactions from USPTO patents (1976-2016). Predict the product of the given reaction. (1) Given the reactants [C:1]([O:5][C:6]([N:8]1[CH2:12][CH2:11][C@H:10]([OH:13])[C@H:9]1[C:14]([OH:16])=O)=[O:7])([CH3:4])([CH3:3])[CH3:2].[Cl:17][C:18]1[C:19]([F:26])=[C:20]([CH:23]=[CH:24][CH:25]=1)[CH2:21][NH2:22].CN(C(ON1N=NC2C=CC=CC1=2)=[N+](C)C)C.F[P-](F)(F)(F)(F)F.CCN(C(C)C)C(C)C, predict the reaction product. The product is: [C:1]([O:5][C:6]([N:8]1[CH2:12][CH2:11][C@H:10]([OH:13])[C@H:9]1[C:14](=[O:16])[NH:22][CH2:21][C:20]1[CH:23]=[CH:24][CH:25]=[C:18]([Cl:17])[C:19]=1[F:26])=[O:7])([CH3:2])([CH3:3])[CH3:4]. (2) Given the reactants [Br:1][C:2]1[CH:3]=[N:4][C:5]2[N:6]([N:8]=[C:9]([C:11]([OH:13])=O)[CH:10]=2)[CH:7]=1.[CH2:14]([O:16][C:17]([C:19]1[N:20]=[C:21]2[CH2:26][NH:25][CH2:24][CH2:23][N:22]2[CH:27]=1)=[O:18])[CH3:15], predict the reaction product. The product is: [CH2:14]([O:16][C:17]([C:19]1[N:20]=[C:21]2[CH2:26][N:25]([C:11]([C:9]3[CH:10]=[C:5]4[N:4]=[CH:3][C:2]([Br:1])=[CH:7][N:6]4[N:8]=3)=[O:13])[CH2:24][CH2:23][N:22]2[CH:27]=1)=[O:18])[CH3:15]. (3) Given the reactants [Br:1][C:2]1[CH:10]=[CH:9][C:8]([C:11]([O:13][CH3:14])=[O:12])=[C:7]2[C:3]=1[CH:4]=[C:5](I)[N:6]2[S:15]([C:18]1[CH:24]=[CH:23][C:21]([CH3:22])=[CH:20][CH:19]=1)(=[O:17])=[O:16].O.CC1(C)C(C)(C)OB([C:35]2[CH2:36][N:37]([C:40]([O:42][C:43]([CH3:46])([CH3:45])[CH3:44])=[O:41])[CH2:38][CH:39]=2)O1.C([O-])([O-])=O.[Na+].[Na+], predict the reaction product. The product is: [Br:1][C:2]1[CH:10]=[CH:9][C:8]([C:11]([O:13][CH3:14])=[O:12])=[C:7]2[C:3]=1[CH:4]=[C:5]([C:39]1[CH2:38][N:37]([C:40]([O:42][C:43]([CH3:46])([CH3:45])[CH3:44])=[O:41])[CH2:36][CH:35]=1)[N:6]2[S:15]([C:18]1[CH:24]=[CH:23][C:21]([CH3:22])=[CH:20][CH:19]=1)(=[O:17])=[O:16].